From a dataset of Peptide-MHC class I binding affinity with 185,985 pairs from IEDB/IMGT. Regression. Given a peptide amino acid sequence and an MHC pseudo amino acid sequence, predict their binding affinity value. This is MHC class I binding data. The peptide sequence is ALNHTKKWK. The MHC is HLA-A03:01 with pseudo-sequence HLA-A03:01. The binding affinity (normalized) is 0.384.